From a dataset of Catalyst prediction with 721,799 reactions and 888 catalyst types from USPTO. Predict which catalyst facilitates the given reaction. (1) Reactant: [Br:1][CH2:2][CH2:3][CH2:4][CH2:5][C:6]1[N:7](C2CCCCO2)[C:8]2[C:13]([N:14]=1)=[C:12]([N:15]1[CH2:20][CH2:19][O:18][CH2:17][CH2:16]1)[N:11]=[C:10]([Cl:21])[N:9]=2.C1(C)C=CC(S(O)(=O)=O)=CC=1. Product: [Br:1][CH2:2][CH2:3][CH2:4][CH2:5][C:6]1[NH:7][C:8]2[C:13]([N:14]=1)=[C:12]([N:15]1[CH2:16][CH2:17][O:18][CH2:19][CH2:20]1)[N:11]=[C:10]([Cl:21])[N:9]=2. The catalyst class is: 5. (2) Reactant: [CH3:1][O:2][C:3]1[CH:8]=[CH:7][C:6]([C:9](=[O:44])[CH2:10][CH2:11][CH2:12][N:13]2[CH2:43][CH2:42][C:16]3([N:20]([C:21]4[CH:26]=[CH:25][CH:24]=[CH:23][CH:22]=4)[CH2:19][N:18]([CH2:27][C:28]4[CH:29]=[C:30]([CH:38]=[CH:39][CH:40]=4)[C:31]([O:33]C(C)(C)C)=[O:32])[C:17]3=[O:41])[CH2:15][CH2:14]2)=[CH:5][CH:4]=1. Product: [CH3:1][O:2][C:3]1[CH:8]=[CH:7][C:6]([C:9](=[O:44])[CH2:10][CH2:11][CH2:12][N:13]2[CH2:43][CH2:42][C:16]3([N:20]([C:21]4[CH:26]=[CH:25][CH:24]=[CH:23][CH:22]=4)[CH2:19][N:18]([CH2:27][C:28]4[CH:29]=[C:30]([CH:38]=[CH:39][CH:40]=4)[C:31]([OH:33])=[O:32])[C:17]3=[O:41])[CH2:15][CH2:14]2)=[CH:5][CH:4]=1. The catalyst class is: 89. (3) Product: [F:43][C:70]1[CH:69]=[CH:68][C:67]([CH2:72][C:73]([NH:21][C:16]2[CH:17]=[C:18]3[C:13](=[CH:14][CH:15]=2)[N:12]=[C:11]([NH:10][C@H:1]2[C:9]4[C:4](=[CH:5][CH:6]=[CH:7][CH:8]=4)[CH2:3][CH2:2]2)[CH:20]=[CH:19]3)=[O:75])=[CH:66][CH:71]=1. The catalyst class is: 30. Reactant: [C@H:1]1([NH:10][C:11]2[CH:20]=[CH:19][C:18]3[C:13](=[CH:14][CH:15]=[C:16]([NH2:21])[CH:17]=3)[N:12]=2)[C:9]2[C:4](=[CH:5][CH:6]=[CH:7][CH:8]=2)[CH2:3][CH2:2]1.C(N(C(C)C)C(C)C)C.Cl.CN(C)CCCN=C=NCC.[F:43][B-](F)(F)F.N1(OC(N(C)C)=[N+](C)C)C2C=CC=CC=2N=N1.F[C:66]1[CH:71]=[CH:70][CH:69]=[CH:68][C:67]=1[CH2:72][C:73]([OH:75])=O. (4) Reactant: [CH3:1][C:2]1[N:3]([S:13]([C:16]2[CH:21]=[CH:20][CH:19]=[CH:18][CH:17]=2)(=[O:15])=[O:14])[C:4]2[CH:5]=[CH:6][CH:7]=[C:8]([CH:11]=O)[C:9]=2[CH:10]=1.[C:22]([N:29]1[CH2:34][CH2:33][NH:32][CH2:31][CH2:30]1)([O:24][C:25]([CH3:28])([CH3:27])[CH3:26])=[O:23].C(O)(=O)C.C(O[BH-](OC(=O)C)OC(=O)C)(=O)C.[Na+]. Product: [CH3:1][C:2]1[N:3]([S:13]([C:16]2[CH:21]=[CH:20][CH:19]=[CH:18][CH:17]=2)(=[O:14])=[O:15])[C:4]2[C:9]([CH:10]=1)=[C:8]([CH2:11][N:32]1[CH2:31][CH2:30][N:29]([C:22]([O:24][C:25]([CH3:28])([CH3:27])[CH3:26])=[O:23])[CH2:34][CH2:33]1)[CH:7]=[CH:6][CH:5]=2. The catalyst class is: 1. (5) Reactant: [CH3:1][C@@:2]1([CH2:13][O:14][C:15]2[CH:20]=[CH:19][C:18]([N:21]3[CH2:26][CH2:25][N:24]([C:27]([O:29]C(C)(C)C)=[O:28])[CH2:23][CH2:22]3)=[CH:17][CH:16]=2)[O:6][C:5]2=[N:7][C:8]([N+:10]([O-:12])=[O:11])=[CH:9][N:4]2[CH2:3]1.FC(F)(F)C(O)=O.[Cl:41][C:42]1[CH:49]=[CH:48][C:45]([CH2:46]O)=[CH:44][CH:43]=1.C(N1C=CN=C1)(N1C=CN=C1)=O. Product: [CH3:1][C@@:2]1([CH2:13][O:14][C:15]2[CH:20]=[CH:19][C:18]([N:21]3[CH2:22][CH2:23][N:24]([C:27]([O:29][CH2:46][C:45]4[CH:48]=[CH:49][C:42]([Cl:41])=[CH:43][CH:44]=4)=[O:28])[CH2:25][CH2:26]3)=[CH:17][CH:16]=2)[O:6][C:5]2=[N:7][C:8]([N+:10]([O-:12])=[O:11])=[CH:9][N:4]2[CH2:3]1. The catalyst class is: 606. (6) Reactant: Cl[C:2]1[N:7]=[CH:6][N:5]=[C:4]([N:8]2[C:16]3[C:11](=[CH:12][CH:13]=[C:14]([C:17]4[CH:22]=[CH:21][CH:20]=[C:19]([N+:23]([O-:25])=[O:24])[CH:18]=4)[CH:15]=3)[CH:10]=[CH:9]2)[CH:3]=1.[NH3:26].C(O)(C)C.O. Product: [N+:23]([C:19]1[CH:18]=[C:17]([C:14]2[CH:15]=[C:16]3[C:11]([CH:10]=[CH:9][N:8]3[C:4]3[N:5]=[CH:6][N:7]=[C:2]([NH2:26])[CH:3]=3)=[CH:12][CH:13]=2)[CH:22]=[CH:21][CH:20]=1)([O-:25])=[O:24]. The catalyst class is: 16.